This data is from Forward reaction prediction with 1.9M reactions from USPTO patents (1976-2016). The task is: Predict the product of the given reaction. (1) Given the reactants [OH:1][N:2]1C2C=CC=CC=2N=N1.Cl.C(N=C=NCCCN(C)C)C.[CH2:23]([O:27][C:28]1[CH:47]=[CH:46][C:31]([C:32]([NH:34][CH2:35][C@H:36]([N:40]2[CH2:45][CH2:44][CH2:43][CH2:42][CH2:41]2)[C:37](O)=[O:38])=[O:33])=[CH:30][CH:29]=1)[C:24]#[C:25][CH3:26].[Si](ON)(C(C)(C)C)(C)C.C(O)(=O)CC(CC(O)=O)(C(O)=O)O, predict the reaction product. The product is: [CH2:23]([O:27][C:28]1[CH:47]=[CH:46][C:31]([C:32]([NH:34][CH2:35][C@@H:36]([C:37](=[O:38])[NH:2][OH:1])[N:40]2[CH2:45][CH2:44][CH2:43][CH2:42][CH2:41]2)=[O:33])=[CH:30][CH:29]=1)[C:24]#[C:25][CH3:26]. (2) Given the reactants [NH2:1][C:2](=O)[C@@H:3]([NH:20][C:21]([C:23]1([NH:29][C:30](=[O:36])[O:31][C:32]([CH3:35])([CH3:34])[CH3:33])[CH2:28][CH2:27][O:26][CH2:25][CH2:24]1)=[O:22])[CH2:4][C:5]1[CH:10]=[CH:9][C:8]([C:11]2[CH:16]=[CH:15][C:14](F)=[C:13](C#N)[CH:12]=2)=[CH:7][CH:6]=1.C[CH2:39][N+:40](S(N=C(OC)[O-])(=O)=O)(CC)CC, predict the reaction product. The product is: [C:2]([C@@H:3]([NH:20][C:21]([C:23]1([NH:29][C:30](=[O:36])[O:31][C:32]([CH3:35])([CH3:33])[CH3:34])[CH2:24][CH2:25][O:26][CH2:27][CH2:28]1)=[O:22])[CH2:4][C:5]1[CH:10]=[CH:9][C:8]([C:11]2[CH:12]=[CH:13][C:14]([C:39]#[N:40])=[CH:15][CH:16]=2)=[CH:7][CH:6]=1)#[N:1]. (3) Given the reactants C1OCCOCCOCCOCCOCCOC1.[F-].[K+].C[Si](C)(C)[C:23]#[C:24][C:25]1([CH3:29])[CH2:28][O:27][CH2:26]1.Br[C:33]1[CH:34]=[C:35]2[C:46]3([N:51]=[C:50]([NH2:52])[CH2:49][O:48][CH2:47]3)[C:45]3[C:40](=[CH:41][CH:42]=[C:43]([C:53]4[C:54]([F:59])=[N:55][CH:56]=[CH:57][CH:58]=4)[CH:44]=3)[O:39][C:36]2=[N:37][CH:38]=1, predict the reaction product. The product is: [F:59][C:54]1[C:53]([C:43]2[CH:44]=[C:45]3[C@:46]4([N:51]=[C:50]([NH2:52])[CH2:49][O:48][CH2:47]4)[C:35]4[C:36](=[N:37][CH:38]=[C:33]([C:23]#[C:24][C:25]5([CH3:29])[CH2:28][O:27][CH2:26]5)[CH:34]=4)[O:39][C:40]3=[CH:41][CH:42]=2)=[CH:58][CH:57]=[CH:56][N:55]=1. (4) Given the reactants [C:1]([N:8]1[CH2:15][CH2:14][CH2:13][C@H:9]1[C:10]([OH:12])=O)([O:3][C:4]([CH3:7])([CH3:6])[CH3:5])=[O:2].Cl.[CH3:17][O:18][C:19](=[O:25])[C@@H:20]1[CH2:24][CH2:23][CH2:22][NH:21]1, predict the reaction product. The product is: [CH3:17][O:18][C:19](=[O:25])[C@@H:20]1[CH2:24][CH2:23][CH2:22][N:21]1[C:10](=[O:12])[C@@H:9]1[CH2:13][CH2:14][CH2:15][N:8]1[C:1]([O:3][C:4]([CH3:5])([CH3:6])[CH3:7])=[O:2]. (5) Given the reactants N[C@H](C1C=CC(SCC)=CC=1)CO.[Si]([O:21][CH2:22][C@H:23]([NH:33][S@@](C(C)(C)C)=O)[C:24]1[CH:29]=[CH:28][C:27]([S:30][CH2:31][CH3:32])=[CH:26][N:25]=1)(C(C)(C)C)(C)C, predict the reaction product. The product is: [NH2:33][C@H:23]([C:24]1[CH:29]=[CH:28][C:27]([S:30][CH2:31][CH3:32])=[CH:26][N:25]=1)[CH2:22][OH:21]. (6) Given the reactants Cl[C:2]1[N:10]=[C:9]2[C:5]([N:6]=[CH:7][N:8]2[CH2:11][CH3:12])=[C:4]([NH:13][C:14]2[CH:19]=[CH:18][C:17]([Cl:20])=[CH:16][CH:15]=2)[N:3]=1.[CH3:21][C:22]1[CH:26]=[C:25]([CH3:27])[NH:24][N:23]=1, predict the reaction product. The product is: [Cl:20][C:17]1[CH:18]=[CH:19][C:14]([NH:13][C:4]2[N:3]=[C:2]([N:23]3[C:22]([CH3:21])=[CH:26][C:25]([CH3:27])=[N:24]3)[N:10]=[C:9]3[C:5]=2[N:6]=[CH:7][N:8]3[CH2:11][CH3:12])=[CH:15][CH:16]=1. (7) Given the reactants [CH3:1][N:2]1[C:6](=[O:7])[CH2:5][NH:4][C:3]1=[O:8].[CH:9](=O)[C:10]1[CH:15]=[CH:14][CH:13]=[CH:12][CH:11]=1.N1CCCCC1.C(O)(=O)C, predict the reaction product. The product is: [CH:9](=[C:5]1[NH:4][C:3](=[O:8])[N:2]([CH3:1])[C:6]1=[O:7])[C:10]1[CH:15]=[CH:14][CH:13]=[CH:12][CH:11]=1. (8) Given the reactants [NH2:1][C:2]1[CH:3]=[N:4][C:5]2[C:10]([CH:11]=1)=[CH:9][CH:8]=[CH:7][CH:6]=2.[C-:12]#[N:13].[K+].[C:15](Cl)(=[O:22])[C:16]1[CH:21]=[CH:20][CH:19]=[CH:18][CH:17]=1, predict the reaction product. The product is: [C:12]([CH:3]1[C:2]([NH:1][C:15](=[O:22])[C:16]2[CH:21]=[CH:20][CH:19]=[CH:18][CH:17]=2)=[CH:11][C:10]2[C:5](=[CH:6][CH:7]=[CH:8][CH:9]=2)[N:4]1[C:15]([C:16]1[CH:21]=[CH:20][CH:19]=[CH:18][CH:17]=1)=[O:22])#[N:13]. (9) Given the reactants [C:1]([C:5]1[CH:6]=[C:7]([CH:12]=[C:13]([C:15]2[N:16]=[N:17][N:18](CCC#N)[N:19]=2)[CH:14]=1)[C:8]([O:10]C)=[O:9])([CH3:4])([CH3:3])[CH3:2].O.[OH-].[Li+], predict the reaction product. The product is: [C:1]([C:5]1[CH:6]=[C:7]([CH:12]=[C:13]([C:15]2[N:16]=[N:17][NH:18][N:19]=2)[CH:14]=1)[C:8]([OH:10])=[O:9])([CH3:4])([CH3:2])[CH3:3].